From a dataset of Forward reaction prediction with 1.9M reactions from USPTO patents (1976-2016). Predict the product of the given reaction. (1) Given the reactants [C:1]([C:3]1[CH:18]=[CH:17][C:6]([CH2:7][CH2:8][NH:9]C(=O)OC(C)(C)C)=[CH:5][CH:4]=1)#[N:2].FC(F)(F)C(O)=O, predict the reaction product. The product is: [NH2:9][CH2:8][CH2:7][C:6]1[CH:17]=[CH:18][C:3]([C:1]#[N:2])=[CH:4][CH:5]=1. (2) Given the reactants Cl[C:2]1[CH:7]=[C:6]([O:8][CH3:9])[N:5]=[C:4]([S:10][CH3:11])[N:3]=1.[C:12]1([S:18]([N:21]2[C:25]3=[N:26][CH:27]=[CH:28][CH:29]=[C:24]3[C:23](B3OC(C)(C)C(C)(C)O3)=[CH:22]2)(=[O:20])=[O:19])[CH:17]=[CH:16][CH:15]=[CH:14][CH:13]=1.C(=O)([O-])[O-].[K+].[K+], predict the reaction product. The product is: [CH3:9][O:8][C:6]1[N:5]=[C:4]([S:10][CH3:11])[N:3]=[C:2]([C:23]2[C:24]3[C:25](=[N:26][CH:27]=[CH:28][CH:29]=3)[N:21]([S:18]([C:12]3[CH:13]=[CH:14][CH:15]=[CH:16][CH:17]=3)(=[O:20])=[O:19])[CH:22]=2)[CH:7]=1. (3) Given the reactants C(OC([N:8]([C:13]1[CH:14]=[C:15]([CH:49]=[CH:50][C:51]=1[O:52][CH3:53])[C:16]([S:18][CH2:19][C:20]([O:22][C@H:23]([C:34]1[CH:39]=[CH:38][C:37]([O:40][CH:41]([F:43])[F:42])=[C:36]([O:44][CH2:45][CH:46]2[CH2:48][CH2:47]2)[CH:35]=1)[CH2:24][C:25]1[C:30]([Cl:31])=[CH:29][N+:28]([O-:32])=[CH:27][C:26]=1[Cl:33])=[O:21])=[O:17])[S:9]([CH3:12])(=[O:11])=[O:10])=O)(C)(C)C, predict the reaction product. The product is: [Cl:33][C:26]1[CH:27]=[N+:28]([O-:32])[CH:29]=[C:30]([Cl:31])[C:25]=1[CH2:24][C@@H:23]([C:34]1[CH:39]=[CH:38][C:37]([O:40][CH:41]([F:42])[F:43])=[C:36]([O:44][CH2:45][CH:46]2[CH2:47][CH2:48]2)[CH:35]=1)[O:22][C:20](=[O:21])[CH2:19][S:18][C:16](=[O:17])[C:15]1[CH:49]=[CH:50][C:51]([O:52][CH3:53])=[C:13]([NH:8][S:9]([CH3:12])(=[O:11])=[O:10])[CH:14]=1. (4) Given the reactants Br[C:2]1[C:3]([C:9]#[N:10])=[N:4][C:5]([CH3:8])=[CH:6][CH:7]=1.C([Sn](CCCC)(CCCC)[C:16]1[CH:21]=[CH:20][CH:19]=[CH:18][N:17]=1)CCC.[F-].[Cs+], predict the reaction product. The product is: [CH3:8][C:5]1[N:4]=[C:3]([C:9]#[N:10])[C:2]([C:16]2[CH:21]=[CH:20][CH:19]=[CH:18][N:17]=2)=[CH:7][CH:6]=1. (5) Given the reactants C(N1C=CN=C1)(N1C=CN=C1)=O.[CH3:13][O:14][C:15]1[CH:20]=[CH:19][C:18]([C:21]2[CH:26]=[CH:25][N:24]=[C:23]([C:27](O)=[O:28])[N:22]=2)=[C:17]([CH3:30])[C:16]=1[CH:31]1[C:44]2[C:43](=[O:45])[CH2:42][C:41]([CH3:47])([CH3:46])[CH2:40][C:39]=2[O:38][C:37]2[CH2:36][C:35]([CH3:49])([CH3:48])[CH2:34][C:33](=[O:50])[C:32]1=2.[BH4-].[Na+].Cl, predict the reaction product. The product is: [OH:28][CH2:27][C:23]1[N:22]=[C:21]([C:18]2[C:17]([CH3:30])=[C:16]([CH:31]3[C:44]4[C:43](=[O:45])[CH2:42][C:41]([CH3:46])([CH3:47])[CH2:40][C:39]=4[O:38][C:37]4[CH2:36][C:35]([CH3:49])([CH3:48])[CH2:34][C:33](=[O:50])[C:32]3=4)[C:15]([O:14][CH3:13])=[CH:20][CH:19]=2)[CH:26]=[CH:25][N:24]=1. (6) Given the reactants [Cl:1][C:2]1[CH:14]=[CH:13][C:12](B2OC(C)(C)C(C)(C)O2)=[CH:11][C:3]=1[C:4]([O:6][C:7]([CH3:10])([CH3:9])[CH3:8])=[O:5].I[C:25]1[C:26]([C:31]([O:33][CH3:34])=[O:32])=[N:27][CH:28]=[CH:29][CH:30]=1.O1CCCC1.C(=O)([O-])[O-].[K+].[K+], predict the reaction product. The product is: [Cl:1][C:2]1[CH:14]=[CH:13][C:12]([C:25]2[C:26]([C:31]([O:33][CH3:34])=[O:32])=[N:27][CH:28]=[CH:29][CH:30]=2)=[CH:11][C:3]=1[C:4]([O:6][C:7]([CH3:8])([CH3:9])[CH3:10])=[O:5]. (7) Given the reactants [N:1]1([C:7]([N:9]2[CH2:14][CH:13]([C:15]3[CH:20]=[CH:19][C:18]([O:21][C:22]([F:25])([F:24])[F:23])=[CH:17][CH:16]=3)[CH2:12][CH:11]([C:26]([OH:28])=O)[CH2:10]2)=[O:8])[CH2:6][CH2:5][O:4][CH2:3][CH2:2]1.[Cl:29][C:30]1[S:34][C:33]([C:35](=[NH:38])[NH:36]O)=[CH:32][CH:31]=1, predict the reaction product. The product is: [Cl:29][C:30]1[S:34][C:33]([C:35]2[N:38]=[C:26]([CH:11]3[CH2:12][CH:13]([C:15]4[CH:20]=[CH:19][C:18]([O:21][C:22]([F:23])([F:25])[F:24])=[CH:17][CH:16]=4)[CH2:14][N:9]([C:7]([N:1]4[CH2:2][CH2:3][O:4][CH2:5][CH2:6]4)=[O:8])[CH2:10]3)[O:28][N:36]=2)=[CH:32][CH:31]=1. (8) Given the reactants [CH3:1][O:2][CH:3]([CH2:6][CH3:7])[CH2:4][OH:5].[F:8][C:9]([F:22])([F:21])[S:10](O[S:10]([C:9]([F:22])([F:21])[F:8])(=[O:12])=[O:11])(=[O:12])=[O:11].C(N(CC)CC)C, predict the reaction product. The product is: [F:8][C:9]([F:22])([F:21])[S:10]([O:5][CH2:4][CH:3]([O:2][CH3:1])[CH2:6][CH3:7])(=[O:12])=[O:11]. (9) Given the reactants [C:1]([O:5][CH2:6][CH3:7])(=[O:4])[CH:2]=[CH2:3].[Cl:8][C:9]1[CH:10]=[C:11]([C:19]2[O:23][N:22]=[C:21]([C:24]3[CH:25]=[CH:26][CH:27]=[C:28]4[C:32]=3[NH:31][CH:30]=[C:29]4[CH2:33][CH2:34][NH2:35])[N:20]=2)[CH:12]=[CH:13][C:14]=1[O:15][CH:16]([CH3:18])[CH3:17], predict the reaction product. The product is: [Cl:8][C:9]1[CH:10]=[C:11]([C:19]2[O:23][N:22]=[C:21]([C:24]3[CH:25]=[CH:26][CH:27]=[C:28]4[C:32]=3[NH:31][CH:30]=[C:29]4[CH2:33][CH2:34][NH:35][CH2:3][CH2:2][C:1]([O:5][CH2:6][CH3:7])=[O:4])[N:20]=2)[CH:12]=[CH:13][C:14]=1[O:15][CH:16]([CH3:17])[CH3:18]. (10) Given the reactants [N:1]1[CH:6]=[CH:5][CH:4]=[CH:3][C:2]=1[C:7]1[CH:12]=[CH:11][NH:10][C:9](=O)[N:8]=1.O.[OH-].[Na+].O.[NH2:18][NH2:19], predict the reaction product. The product is: [NH:18]([C:9]1[N:8]=[C:7]([C:2]2[CH:3]=[CH:4][CH:5]=[CH:6][N:1]=2)[CH:12]=[CH:11][N:10]=1)[NH2:19].